Regression. Given two drug SMILES strings and cell line genomic features, predict the synergy score measuring deviation from expected non-interaction effect. From a dataset of NCI-60 drug combinations with 297,098 pairs across 59 cell lines. (1) Drug 1: COC1=C(C=C2C(=C1)N=CN=C2NC3=CC(=C(C=C3)F)Cl)OCCCN4CCOCC4. Drug 2: CN(C(=O)NC(C=O)C(C(C(CO)O)O)O)N=O. Cell line: UACC62. Synergy scores: CSS=17.7, Synergy_ZIP=-6.05, Synergy_Bliss=-6.06, Synergy_Loewe=-4.44, Synergy_HSA=-3.05. (2) Drug 1: CN(C(=O)NC(C=O)C(C(C(CO)O)O)O)N=O. Drug 2: CC1CCCC2(C(O2)CC(NC(=O)CC(C(C(=O)C(C1O)C)(C)C)O)C(=CC3=CSC(=N3)C)C)C. Cell line: TK-10. Synergy scores: CSS=37.2, Synergy_ZIP=0.546, Synergy_Bliss=0.0997, Synergy_Loewe=-17.2, Synergy_HSA=1.79. (3) Drug 1: C1=C(C(=O)NC(=O)N1)F. Drug 2: C1=CC=C(C(=C1)C(C2=CC=C(C=C2)Cl)C(Cl)Cl)Cl. Cell line: MCF7. Synergy scores: CSS=24.3, Synergy_ZIP=8.11, Synergy_Bliss=5.92, Synergy_Loewe=0.677, Synergy_HSA=6.43. (4) Drug 1: C1=C(C(=O)NC(=O)N1)F. Drug 2: CN(C(=O)NC(C=O)C(C(C(CO)O)O)O)N=O. Cell line: NCI-H522. Synergy scores: CSS=7.32, Synergy_ZIP=-10.2, Synergy_Bliss=-13.2, Synergy_Loewe=-12.9, Synergy_HSA=-12.7. (5) Cell line: MCF7. Synergy scores: CSS=25.0, Synergy_ZIP=-4.99, Synergy_Bliss=3.90, Synergy_Loewe=-10.7, Synergy_HSA=4.62. Drug 2: C1=CN(C(=O)N=C1N)C2C(C(C(O2)CO)O)O.Cl. Drug 1: CC(C1=C(C=CC(=C1Cl)F)Cl)OC2=C(N=CC(=C2)C3=CN(N=C3)C4CCNCC4)N.